This data is from Reaction yield outcomes from USPTO patents with 853,638 reactions. The task is: Predict the reaction yield, written as a fraction of the theoretical maximum amount of product (1.0 means a 100% yield; for example, 0.34 means a 34% yield). (1) The reactants are [NH:1]1[CH2:6][CH2:5][CH:4]([C:7]([OH:9])=[O:8])[CH2:3][CH2:2]1.C(=O)([O-])O.[Na+].[CH:15]1[C:27]2[CH:26]([CH2:28][O:29][C:30](ON3C(=O)CCC3=O)=[O:31])[C:25]3[C:20](=[CH:21][CH:22]=[CH:23][CH:24]=3)[C:19]=2[CH:18]=[CH:17][CH:16]=1.Cl. The catalyst is O.O1CCCC1. The product is [CH:15]1[C:27]2[CH:26]([CH2:28][O:29][C:30]([N:1]3[CH2:6][CH2:5][CH:4]([C:7]([OH:9])=[O:8])[CH2:3][CH2:2]3)=[O:31])[C:25]3[C:20](=[CH:21][CH:22]=[CH:23][CH:24]=3)[C:19]=2[CH:18]=[CH:17][CH:16]=1. The yield is 0.850. (2) The reactants are [Si]([O:8][CH2:9][C:10]1([CH3:36])[S:16][CH2:15][CH2:14][N:13]2[C:17]([C:20]3([C:23]4[CH:28]=[CH:27][C:26]([C:29]5[CH:30]=[N:31][CH:32]=[CH:33][CH:34]=5)=[C:25]([F:35])[CH:24]=4)[CH2:22][CH2:21]3)=[N:18][N:19]=[C:12]2[CH2:11]1)(C(C)(C)C)(C)C.Cl. The catalyst is CO. The product is [F:35][C:25]1[CH:24]=[C:23]([C:20]2([C:17]3[N:13]4[CH2:14][CH2:15][S:16][C:10]([CH2:9][OH:8])([CH3:36])[CH2:11][C:12]4=[N:19][N:18]=3)[CH2:22][CH2:21]2)[CH:28]=[CH:27][C:26]=1[C:29]1[CH:30]=[N:31][CH:32]=[CH:33][CH:34]=1. The yield is 0.870. (3) The catalyst is CO. The yield is 0.860. The reactants are [OH-].[Na+].C[O:4][C:5](=[O:21])[C:6]1[CH:11]=[C:10]([S:12]([CH3:15])(=[O:14])=[O:13])[N:9]=[C:8]([NH:16][CH:17]2[CH2:20][CH2:19][CH2:18]2)[CH:7]=1.Cl. The product is [CH:17]1([NH:16][C:8]2[CH:7]=[C:6]([CH:11]=[C:10]([S:12]([CH3:15])(=[O:14])=[O:13])[N:9]=2)[C:5]([OH:21])=[O:4])[CH2:18][CH2:19][CH2:20]1.